This data is from Catalyst prediction with 721,799 reactions and 888 catalyst types from USPTO. The task is: Predict which catalyst facilitates the given reaction. (1) Reactant: [C:1]([O:5][C:6]([NH:8][NH:9][CH2:10][C:11]([C:13]1[CH:18]=[CH:17][C:16]([Cl:19])=[CH:15][CH:14]=1)=[CH2:12])=[O:7])([CH3:4])([CH3:3])[CH3:2].[CH:20](N(CC)C(C)C)(C)C.CI. Product: [CH3:20][N:9]([CH2:10][C:11]([C:13]1[CH:14]=[CH:15][C:16]([Cl:19])=[CH:17][CH:18]=1)=[CH2:12])[NH:8][C:6]([O:5][C:1]([CH3:4])([CH3:2])[CH3:3])=[O:7]. The catalyst class is: 3. (2) Reactant: [H-].[Na+].[CH3:3][O:4][C:5]([C:7]1[C:11]([N+:12]([O-:14])=[O:13])=[CH:10][NH:9][N:8]=1)=[O:6].[CH3:15]I. Product: [CH3:3][O:4][C:5]([C:7]1[C:11]([N+:12]([O-:14])=[O:13])=[CH:10][N:9]([CH3:15])[N:8]=1)=[O:6]. The catalyst class is: 7. (3) Reactant: Cl[C:2]1[C:3]([CH:5]=[C:6]([NH:10][C:11]2[C:20]3[C:15](=[CH:16][C:17]([O:23][CH2:24][CH2:25][O:26][CH3:27])=[C:18]([O:21][CH3:22])[CH:19]=3)[N:14]=[CH:13][N:12]=2)[C:7](=[O:9])[CH:8]=1)=[O:4].[CH3:28][CH2:29][N:30]([CH2:33][CH2:34][NH:35][CH3:36])[CH2:31][CH3:32].Cl.N1C=CC=CC=1.C(N(CC)C(C)C)(C)C. Product: [CH2:29]([N:30]([CH2:31][CH3:32])[CH2:33][CH2:34][N:35]([CH3:36])[C:2]1[C:3]([CH:5]=[C:6]([NH:10][C:11]2[C:20]3[C:15](=[CH:16][C:17]([O:23][CH2:24][CH2:25][O:26][CH3:27])=[C:18]([O:21][CH3:22])[CH:19]=3)[N:14]=[CH:13][N:12]=2)[C:7](=[O:9])[CH:8]=1)=[O:4])[CH3:28]. The catalyst class is: 12.